From a dataset of Reaction yield outcomes from USPTO patents with 853,638 reactions. Predict the reaction yield, written as a fraction of the theoretical maximum amount of product (1.0 means a 100% yield; for example, 0.34 means a 34% yield). (1) The reactants are [C:1]([O:5][C:6](=[O:11])[NH:7][CH2:8][CH2:9]Br)([CH3:4])([CH3:3])[CH3:2].C(=O)([O-])[O-].[K+].[K+].[CH3:18][N:19]([CH3:31])[C:20]1([C:26]2[S:27][CH:28]=[CH:29][CH:30]=2)[CH2:25][CH2:24][NH:23][CH2:22][CH2:21]1.CO.C(Cl)(Cl)Cl. The catalyst is C1COCC1. The product is [CH3:18][N:19]([CH3:31])[C:20]1([C:26]2[S:27][CH:28]=[CH:29][CH:30]=2)[CH2:25][CH2:24][N:23]([CH2:9][CH2:8][NH:7][C:6](=[O:11])[O:5][C:1]([CH3:4])([CH3:3])[CH3:2])[CH2:22][CH2:21]1. The yield is 0.760. (2) The reactants are [CH3:1][Mg+].[Br-].[F:4][C:5]1[CH:6]=[C:7]([CH:10]=[C:11]([F:14])[C:12]=1[F:13])[CH:8]=[O:9]. The catalyst is C1COCC1. The product is [F:4][C:5]1[CH:6]=[C:7]([CH:8]([OH:9])[CH3:1])[CH:10]=[C:11]([F:14])[C:12]=1[F:13]. The yield is 1.00.